From a dataset of Forward reaction prediction with 1.9M reactions from USPTO patents (1976-2016). Predict the product of the given reaction. (1) Given the reactants COC[O:4][C:5]1[CH:6]=[CH:7][C:8]2[N:12]=[CH:11][N:10]([C:13]3[S:17][C:16]([C:18]([O:20][CH3:21])=[O:19])=[C:15]([O:22][C@@H:23]([C:25]4[CH:30]=[CH:29][CH:28]=[CH:27][C:26]=4[C:31]([F:34])([F:33])[F:32])[CH3:24])[CH:14]=3)[C:9]=2[CH:35]=1.Cl.C([O-])(O)=O.[Na+], predict the reaction product. The product is: [OH:4][C:5]1[CH:6]=[CH:7][C:8]2[N:12]=[CH:11][N:10]([C:13]3[S:17][C:16]([C:18]([O:20][CH3:21])=[O:19])=[C:15]([O:22][C@@H:23]([C:25]4[CH:30]=[CH:29][CH:28]=[CH:27][C:26]=4[C:31]([F:32])([F:34])[F:33])[CH3:24])[CH:14]=3)[C:9]=2[CH:35]=1. (2) Given the reactants [N+:1]([C:4]1[CH:39]=[CH:38][C:7]([O:8][CH2:9][CH2:10][CH2:11][CH2:12][Si:13]([CH3:37])([CH3:36])[O:14][Si:15]([CH3:35])([CH3:34])[O:16][Si:17]([CH2:20][CH2:21][CH2:22][CH2:23][O:24][C:25]2[CH:30]=[CH:29][C:28]([N+:31]([O-])=O)=[CH:27][CH:26]=2)([CH3:19])[CH3:18])=[CH:6][CH:5]=1)([O-])=O, predict the reaction product. The product is: [NH2:31][C:28]1[CH:29]=[CH:30][C:25]([O:24][CH2:23][CH2:22][CH2:21][CH2:20][Si:17]([CH3:19])([CH3:18])[O:16][Si:15]([CH3:35])([CH3:34])[O:14][Si:13]([CH2:12][CH2:11][CH2:10][CH2:9][O:8][C:7]2[CH:6]=[CH:5][C:4]([NH2:1])=[CH:39][CH:38]=2)([CH3:36])[CH3:37])=[CH:26][CH:27]=1. (3) Given the reactants [CH3:1][O:2][C:3]([C:5]1([S:17][CH3:18])[CH2:9][CH2:8][N:7](CC2C=CC=CC=2)[CH2:6]1)=[O:4].CN(C)C1C2C(=CC=CC=2N(C)C)C=CC=1.ClC(C)C(Cl)=O, predict the reaction product. The product is: [CH3:1][O:2][C:3]([C:5]1([S:17][CH3:18])[CH2:9][CH2:8][NH:7][CH2:6]1)=[O:4]. (4) Given the reactants [Br-].[C:2]([NH:5][C:6]1[S:7][CH:8]=[C:9]([CH2:11][P+](C2C=CC=CC=2)(C2C=CC=CC=2)C2C=CC=CC=2)[N:10]=1)(=[O:4])[CH3:3].CC(C)([O-])C.[K+].[O:37]1[CH2:41][CH2:40][O:39][CH:38]1[C:42]1[CH:43]=[C:44]([CH:51]=O)[S:45][C:46]=1[Si:47]([CH3:50])([CH3:49])[CH3:48].Cl, predict the reaction product. The product is: [O:37]1[CH2:41][CH2:40][O:39][CH:38]1[C:42]1[CH:43]=[C:44]([CH:51]=[CH:11][C:9]2[N:10]=[C:6]([NH:5][C:2](=[O:4])[CH3:3])[S:7][CH:8]=2)[S:45][C:46]=1[Si:47]([CH3:50])([CH3:49])[CH3:48].